Dataset: Forward reaction prediction with 1.9M reactions from USPTO patents (1976-2016). Task: Predict the product of the given reaction. Given the reactants [C:1]1([NH:7][S:8]([C:11]2[CH:12]=[C:13]3[C:17](=[CH:18][CH:19]=2)[NH:16][C:15](=[O:20])[CH2:14]3)(=[O:10])=[O:9])[CH:6]=[CH:5][CH:4]=[CH:3][CH:2]=1.[N:21]1([CH2:26][CH2:27][O:28][C:29]2[CH:30]=[C:31]3[C:35](=[CH:36][CH:37]=2)[NH:34][C:33]([CH:38]=O)=[CH:32]3)[CH2:25][CH2:24][CH2:23][CH2:22]1, predict the reaction product. The product is: [C:1]1([NH:7][S:8]([C:11]2[CH:12]=[C:13]3[C:17](=[CH:18][CH:19]=2)[NH:16][C:15](=[O:20])[C:14]3=[CH:38][C:33]2[NH:34][C:35]3[C:31]([CH:32]=2)=[CH:30][C:29]([O:28][CH2:27][CH2:26][N:21]2[CH2:25][CH2:24][CH2:23][CH2:22]2)=[CH:37][CH:36]=3)(=[O:10])=[O:9])[CH:2]=[CH:3][CH:4]=[CH:5][CH:6]=1.